Dataset: Catalyst prediction with 721,799 reactions and 888 catalyst types from USPTO. Task: Predict which catalyst facilitates the given reaction. (1) Reactant: C([O:3][C:4](=[O:33])[CH2:5][N:6]1[C:14]2[C:9](=[CH:10][CH:11]=[C:12]([NH:15][C:16](=[O:32])[CH2:17][CH2:18][C:19]#[C:20][C:21]3[CH:26]=[CH:25][CH:24]=[C:23]([O:27][C:28]([F:31])([F:30])[F:29])[CH:22]=3)[CH:13]=2)[CH:8]=[CH:7]1)C.[H-].[Na+].CI.[C:38](OCC)(=O)C. Product: [CH3:38][N:15]([C:16](=[O:32])[CH2:17][CH2:18][C:19]#[C:20][C:21]1[CH:26]=[CH:25][CH:24]=[C:23]([O:27][C:28]([F:30])([F:29])[F:31])[CH:22]=1)[C:12]1[CH:13]=[C:14]2[C:9]([CH:8]=[CH:7][N:6]2[CH2:5][C:4]([OH:3])=[O:33])=[CH:10][CH:11]=1. The catalyst class is: 7. (2) Reactant: [CH3:1][CH:2]([C@H:4]([NH:7][C:8](=[O:14])[O:9][C:10]([CH3:13])([CH3:12])[CH3:11])[CH:5]=[CH2:6])[CH3:3].[H-].[Na+].Br[CH2:18][CH:19]=[CH2:20].O. Product: [CH3:3][CH:2]([C@H:4]([N:7]([CH2:20][CH:19]=[CH2:18])[C:8](=[O:14])[O:9][C:10]([CH3:12])([CH3:11])[CH3:13])[CH:5]=[CH2:6])[CH3:1]. The catalyst class is: 85. (3) Reactant: C([O:3][C:4](=[O:18])[CH2:5][S:6]([C:8]1[CH:13]=[CH:12][CH:11]=[C:10]([C:14]([F:17])([F:16])[F:15])[CH:9]=1)=[O:7])C.CCO.[OH-].[K+]. Product: [F:16][C:14]([F:15])([F:17])[C:10]1[CH:9]=[C:8]([S:6]([CH2:5][C:4]([OH:18])=[O:3])=[O:7])[CH:13]=[CH:12][CH:11]=1. The catalyst class is: 6. (4) Reactant: Cl.Cl.Cl.[N:4]1[CH:9]=[CH:8][C:7]([C:10]2[N:14]3[N:15]=[C:16]([NH:19][C@H:20]4[CH2:25][CH2:24][C@H:23]([NH2:26])[CH2:22][CH2:21]4)[CH:17]=[CH:18][C:13]3=[N:12][CH:11]=2)=[CH:6][CH:5]=1.C(N(CC)CC)C.[C:34]1([CH2:40][C:41](Cl)=[O:42])[CH:39]=[CH:38][CH:37]=[CH:36][CH:35]=1.CO. Product: [C:34]1([CH2:40][C:41]([NH:26][C@H:23]2[CH2:22][CH2:21][C@H:20]([NH:19][C:16]3[CH:17]=[CH:18][C:13]4[N:14]([C:10]([C:7]5[CH:8]=[CH:9][N:4]=[CH:5][CH:6]=5)=[CH:11][N:12]=4)[N:15]=3)[CH2:25][CH2:24]2)=[O:42])[CH:39]=[CH:38][CH:37]=[CH:36][CH:35]=1. The catalyst class is: 4. (5) Product: [O:16]1[CH2:17][CH2:18][CH2:19][CH2:20][CH:15]1[N:6]1[C:7]2[CH:8]=[C:9]([C:11]([F:14])([F:13])[F:12])[CH:10]=[C:2]([C:21]#[N:22])[C:3]=2[CH:4]=[N:5]1. Reactant: Br[C:2]1[CH:10]=[C:9]([C:11]([F:14])([F:13])[F:12])[CH:8]=[C:7]2[C:3]=1[CH:4]=[N:5][N:6]2[CH:15]1[CH2:20][CH2:19][CH2:18][CH2:17][O:16]1.[CH3:21][N:22]1C(=O)CCC1. The catalyst class is: 380.